From a dataset of M1 muscarinic receptor agonist screen with 61,833 compounds. Binary Classification. Given a drug SMILES string, predict its activity (active/inactive) in a high-throughput screening assay against a specified biological target. (1) The compound is S(c1n(c2ccccc2)c(nn1)c1occc1)CC(=O)NC(=O)c1ccc(OC)cc1. The result is 0 (inactive). (2) The drug is O1C(COc2c1cccc2)C(OCC(=O)Nc1noc(c1)C)=O. The result is 0 (inactive). (3) The drug is O(c1c(OC)cc(cc1)C(=O)N)CC. The result is 0 (inactive). (4) The result is 1 (active). The compound is O=C(N1CCCCCC1)Nc1cc2nc(c(nc2cc1)c1occc1)c1occc1. (5) The drug is S(=O)(=O)(n1nc(cc1C)C)c1ccc(C(C)(C)C)cc1. The result is 0 (inactive). (6) The result is 0 (inactive). The compound is S(c1c(=O)n([nH]c1C)C(C)(C)C)c1ccc(cc1)C.